The task is: Predict the reactants needed to synthesize the given product.. This data is from Full USPTO retrosynthesis dataset with 1.9M reactions from patents (1976-2016). (1) Given the product [Cl:20][C:16]1[CH:15]=[C:14]([S:11]([NH:10][C:9]2[CH:8]=[C:7]([CH3:21])[N:6]=[C:5]3[S:22][C:2]([C:33]#[C:32][CH2:31][OH:34])=[C:3]([C:23]4[CH:28]=[CH:27][CH:26]=[C:25]([O:29][CH3:30])[CH:24]=4)[C:4]=23)(=[O:13])=[O:12])[CH:19]=[CH:18][CH:17]=1, predict the reactants needed to synthesize it. The reactants are: Br[C:2]1[S:22][C:5]2=[N:6][C:7]([CH3:21])=[CH:8][C:9]([NH:10][S:11]([C:14]3[CH:19]=[CH:18][CH:17]=[C:16]([Cl:20])[CH:15]=3)(=[O:13])=[O:12])=[C:4]2[C:3]=1[C:23]1[CH:28]=[CH:27][CH:26]=[C:25]([O:29][CH3:30])[CH:24]=1.[CH2:31]([OH:34])[C:32]#[CH:33].C(N(CC)CC)C. (2) The reactants are: [CH3:1][O:2][C:3]1[CH:4]=[C:5]2[C:10](=[CH:11][C:12]=1[O:13][CH3:14])[N:9]=[CH:8][CH:7]=[C:6]2[O:15][C:16]1[CH:22]=[CH:21][C:19]([NH2:20])=[CH:18][CH:17]=1.Cl[C:24](Cl)([O:26][C:27](=[O:33])OC(Cl)(Cl)Cl)Cl.[CH3:35][N:36]1[CH2:41]C[CH2:39][CH:38](O)[CH2:37]1.C(=O)(O)[O-].[Na+]. Given the product [CH3:1][O:2][C:3]1[CH:4]=[C:5]2[C:10](=[CH:11][C:12]=1[O:13][CH3:14])[N:9]=[CH:8][CH:7]=[C:6]2[O:15][C:16]1[CH:22]=[CH:21][C:19]([NH:20][C:27](=[O:33])[O:26][CH:24]2[CH2:39][CH2:38][CH2:37][N:36]([CH3:41])[CH2:35]2)=[CH:18][CH:17]=1, predict the reactants needed to synthesize it.